This data is from Retrosynthesis with 50K atom-mapped reactions and 10 reaction types from USPTO. The task is: Predict the reactants needed to synthesize the given product. (1) Given the product CCCCCCc1ccc(C#Cc2ccc(CNC(C)(C)c3cccc(Cl)c3)cc2)cc1, predict the reactants needed to synthesize it. The reactants are: CC(C)(N)c1cccc(Cl)c1.CCCCCCc1ccc(C#Cc2ccc(C=O)cc2)cc1. (2) Given the product CS(=O)(=O)Nc1ccccc1Nc1nc(Nc2ccc3c(c2)CNC(=O)NC3)ncc1Cl, predict the reactants needed to synthesize it. The reactants are: CS(=O)(=O)Nc1ccccc1Nc1nc(Cl)ncc1Cl.Nc1ccc2c(c1)CNC(=O)NC2. (3) Given the product O=C(CC(=O)N1CCN(C(=O)c2ccccc2C(F)(F)F)CC1)Nc1nc(-c2ccccc2)cs1, predict the reactants needed to synthesize it. The reactants are: O=C(O)CC(=O)Nc1nc(-c2ccccc2)cs1.O=C(c1ccccc1C(F)(F)F)N1CCNCC1. (4) Given the product CN1C(=O)C(c2cccc(O)c2)(c2cnn(CC(F)(F)F)c2)N=C1N, predict the reactants needed to synthesize it. The reactants are: CN1C(=O)C(c2cccc(OCc3ccccc3)c2)(c2cnn(CC(F)(F)F)c2)N=C1N. (5) Given the product COC(=O)c1ccc(-c2ccn(CC(=O)OC(C)(C)C)n2)s1, predict the reactants needed to synthesize it. The reactants are: CC(C)(C)OC(=O)CBr.COC(=O)c1ccc(-c2cc[nH]n2)s1. (6) Given the product Cc1cc(C(=O)OCCC#N)ccc1Br, predict the reactants needed to synthesize it. The reactants are: Cc1cc(C(=O)O)ccc1Br.N#CCCO. (7) Given the product COc1cc(C=O)cc(C(C)C)c1, predict the reactants needed to synthesize it. The reactants are: CN(C)C=O.COc1cc(Br)cc(C(C)C)c1. (8) Given the product COC(=O)Cc1c(OC(=O)c2ccc(NC=NN)cc2)ccc2cc(C(=N)N)ccc12, predict the reactants needed to synthesize it. The reactants are: COC(=O)Cc1c(O)ccc2cc(C(=N)N)ccc12.NN=CNc1ccc(C(=O)O)cc1.